Dataset: Catalyst prediction with 721,799 reactions and 888 catalyst types from USPTO. Task: Predict which catalyst facilitates the given reaction. (1) Reactant: [C:1]([O:16][CH:17]([CH2:20][O:21][C:22](=[O:36])[CH2:23][CH2:24][CH2:25][CH2:26][CH2:27][CH2:28][CH2:29][CH2:30][CH2:31][CH2:32][CH2:33][CH2:34][CH3:35])[CH2:18][OH:19])(=[O:15])[CH2:2][CH2:3][CH2:4][CH2:5][CH2:6][CH2:7][CH2:8][CH2:9][CH2:10][CH2:11][CH2:12][CH2:13][CH3:14].[C:37]1([CH3:47])[CH:42]=[CH:41][C:40]([S:43](Cl)(=[O:45])=[O:44])=[CH:39][CH:38]=1.Cl. Product: [C:1]([O:16][CH:17]([CH2:20][O:21][C:22](=[O:36])[CH2:23][CH2:24][CH2:25][CH2:26][CH2:27][CH2:28][CH2:29][CH2:30][CH2:31][CH2:32][CH2:33][CH2:34][CH3:35])[CH2:18][OH:19])(=[O:15])[CH2:2][CH2:3][CH2:4][CH2:5][CH2:6][CH2:7][CH2:8][CH2:9][CH2:10][CH2:11][CH2:12][CH2:13][CH3:14].[S:43]([C:40]1[CH:41]=[CH:42][C:37]([CH3:47])=[CH:38][CH:39]=1)([O-:15])(=[O:45])=[O:44]. The catalyst class is: 17. (2) Product: [C:1]([C:5]1[CH:10]=[CH:9][C:8]([N:11]2[C:12](=[O:21])[C:13]3[C:18](=[CH:17][CH:16]=[CH:15][CH:14]=3)[C:19]2=[O:20])=[CH:7][C:6]=1[O:22][CH3:27])([CH3:4])([CH3:2])[CH3:3]. The catalyst class is: 21. Reactant: [C:1]([C:5]1[CH:10]=[CH:9][C:8]([N:11]2[C:19](=[O:20])[C:18]3[C:13](=[CH:14][CH:15]=[CH:16][CH:17]=3)[C:12]2=[O:21])=[CH:7][C:6]=1[OH:22])([CH3:4])([CH3:3])[CH3:2].S(OC)(O[CH3:27])(=O)=O.C([O-])([O-])=O.[K+].[K+]. (3) Reactant: [C:1]([O:5][C:6]([N:8]1[C@@H:13]([C@@H:14]([O:40]CC2C=CC=CC=2)[C@@H:15]([N:25](CC2C=CC=CC=2)CC2C=CC=CC=2)[CH2:16][C:17]2[CH:22]=[C:21]([F:23])[CH:20]=[C:19]([F:24])[CH:18]=2)[CH2:12][O:11][C@@H:10]([CH2:48][CH2:49][CH:50]([CH3:52])[CH3:51])[CH2:9]1)=[O:7])([CH3:4])([CH3:3])[CH3:2].[H][H]. Product: [C:1]([O:5][C:6]([N:8]1[C@@H:13]([C@@H:14]([OH:40])[C@@H:15]([NH2:25])[CH2:16][C:17]2[CH:18]=[C:19]([F:24])[CH:20]=[C:21]([F:23])[CH:22]=2)[CH2:12][O:11][C@@H:10]([CH2:48][CH2:49][CH:50]([CH3:52])[CH3:51])[CH2:9]1)=[O:7])([CH3:4])([CH3:3])[CH3:2]. The catalyst class is: 105.